This data is from Reaction yield outcomes from USPTO patents with 853,638 reactions. The task is: Predict the reaction yield, written as a fraction of the theoretical maximum amount of product (1.0 means a 100% yield; for example, 0.34 means a 34% yield). (1) The reactants are C([O:5][C:6](=[O:53])[C:7]([O:10]/[N:11]=[C:12](/[C:40]1[N:41]=[C:42]([NH:45]C(OC(C)(C)C)=O)[S:43][CH:44]=1)\[C:13]([NH:15][C@@H:16]1[C:19](=[O:20])[N:18]([S:21]([OH:24])(=[O:23])=[O:22])[C@@H:17]1[CH2:25][N:26]1[C:30]([CH2:31][NH:32]C(OC(C)(C)C)=O)=[N:29][CH:28]=[N:27]1)=[O:14])([CH3:9])[CH3:8])(C)(C)C.C(O)(C(F)(F)F)=O. The catalyst is C(Cl)Cl. The product is [NH2:32][CH2:31][C:30]1[N:26]([CH2:25][C@@H:17]2[C@H:16]([NH:15][C:13](=[O:14])/[C:12](=[N:11]\[O:10][C:7]([CH3:9])([CH3:8])[C:6]([OH:53])=[O:5])/[C:40]3[N:41]=[C:42]([NH2:45])[S:43][CH:44]=3)[C:19](=[O:20])[N:18]2[S:21]([OH:24])(=[O:23])=[O:22])[N:27]=[CH:28][N:29]=1. The yield is 0.620. (2) The yield is 0.910. The product is [OH:1][NH:8][C:7](=[NH:14])[C:6]1[CH:9]=[CH:10][CH:11]=[CH:12][C:5]=1[O:4][CH3:3]. The reactants are [OH-:1].[K+].[CH3:3][O:4][C:5]1[CH:12]=[CH:11][CH:10]=[CH:9][C:6]=1[C:7]#[N:8].Cl.[NH2:14]O. The catalyst is C(O)C. (3) The catalyst is O1CCCC1. The product is [C:26]([O:1][CH2:2][CH2:3][CH2:4][CH2:5][CH2:6][CH2:7][CH2:8][CH2:9][CH2:10][CH2:11][CH2:12][CH2:13][CH2:14][CH2:15][CH2:16][C:17]([OH:19])=[O:18])(=[O:30])[C:27]([CH3:29])=[CH2:28]. The yield is 0.640. The reactants are [OH:1][CH2:2][CH2:3][CH2:4][CH2:5][CH2:6][CH2:7][CH2:8][CH2:9][CH2:10][CH2:11][CH2:12][CH2:13][CH2:14][CH2:15][CH2:16][C:17]([OH:19])=[O:18].N1C=CC=CC=1.[C:26](Cl)(=[O:30])[C:27]([CH3:29])=[CH2:28]. (4) The reactants are [OH:1][C:2]1[CH:7]=[CH:6][CH:5]=[CH:4][C:3]=1[C:8]1[CH:17]=[C:16]([NH:18][C@H:19]2[CH2:23][CH2:22][N:21](C(OC(C)(C)C)=O)[CH2:20]2)[C:15]2[C:10](=[CH:11][CH:12]=[CH:13][CH:14]=2)[N:9]=1.Cl. The product is [NH:21]1[CH2:22][CH2:23][C@H:19]([NH:18][C:16]2[C:15]3[C:10](=[CH:11][CH:12]=[CH:13][CH:14]=3)[N:9]=[C:8]([C:3]3[CH:4]=[CH:5][CH:6]=[CH:7][C:2]=3[OH:1])[CH:17]=2)[CH2:20]1. The yield is 0.530. The catalyst is CO.O1CCOCC1. (5) The reactants are C([O:4][C:5]1[CH:13]=[CH:12][C:11]([Cl:14])=[CH:10][C:6]=1[C:7]([OH:9])=O)(=O)C.[NH2:15][C@@H:16]([CH2:34][CH:35]([CH3:37])[CH3:36])[C:17]([NH:19][C:20]1[CH:25]=[C:24]([C:26]([F:29])([F:28])[F:27])[CH:23]=[C:22]([C:30]([F:33])([F:32])[F:31])[CH:21]=1)=[O:18]. No catalyst specified. The product is [Cl:14][C:11]1[CH:12]=[CH:13][C:5]([OH:4])=[C:6]([CH:10]=1)[C:7]([NH:15][C@H:16]([C:17](=[O:18])[NH:19][C:20]1[CH:25]=[C:24]([C:26]([F:28])([F:29])[F:27])[CH:23]=[C:22]([C:30]([F:31])([F:32])[F:33])[CH:21]=1)[CH2:34][CH:35]([CH3:36])[CH3:37])=[O:9]. The yield is 0.248.